From a dataset of Reaction yield outcomes from USPTO patents with 853,638 reactions. Predict the reaction yield, written as a fraction of the theoretical maximum amount of product (1.0 means a 100% yield; for example, 0.34 means a 34% yield). (1) The yield is 0.490. The product is [C:8]1([C@@H:4]2[CH2:5][CH2:6][CH2:7][N:2]([C:25]([N:27]3[CH2:28][CH2:29][C:34]([F:40])([F:33])[CH2:35][CH2:31]3)=[O:26])[CH2:3]2)[N:12]2[C:13]3[CH:19]=[CH:18][NH:17][C:14]=3[N:15]=[CH:16][C:11]2=[CH:10][N:9]=1. The catalyst is N1C=CC=CC=1. The reactants are Cl.[NH:2]1[CH2:7][CH2:6][CH2:5][C@@H:4]([C:8]2[N:12]3[C:13]4[CH:19]=[CH:18][NH:17][C:14]=4[N:15]=[CH:16][C:11]3=[CH:10][N:9]=2)[CH2:3]1.C1N=CN([C:25]([N:27]2[CH:31]=N[CH:29]=[CH:28]2)=[O:26])C=1.Cl.[F:33][C:34]1([F:40])CCNC[CH2:35]1. (2) The reactants are [Cl:1][C:2]1[C:7]2[S:8][C:9]([C:11]3[C:16]([Cl:17])=[CH:15][C:14](I)=[CH:13][C:12]=3[Cl:19])=[N:10][C:6]=2[C:5]([F:20])=[CH:4][N:3]=1.[C:21](=[O:28])([O:23][C:24]([CH3:27])([CH3:26])[CH3:25])[NH2:22].CC1(C)C2C(=C(P(C3C=CC=CC=3)C3C=CC=CC=3)C=CC=2)OC2C(P(C3C=CC=CC=3)C3C=CC=CC=3)=CC=CC1=2.[O-]P([O-])([O-])=O.[K+].[K+].[K+]. The catalyst is C1(C)C=CC=CC=1.O.C1C=CC(/C=C/C(/C=C/C2C=CC=CC=2)=O)=CC=1.C1C=CC(/C=C/C(/C=C/C2C=CC=CC=2)=O)=CC=1.C1C=CC(/C=C/C(/C=C/C2C=CC=CC=2)=O)=CC=1.[Pd].[Pd]. The product is [C:24]([O:23][C:21](=[O:28])[NH:22][C:14]1[CH:15]=[C:16]([Cl:17])[C:11]([C:9]2[S:8][C:7]3[C:2]([Cl:1])=[N:3][CH:4]=[C:5]([F:20])[C:6]=3[N:10]=2)=[C:12]([Cl:19])[CH:13]=1)([CH3:27])([CH3:26])[CH3:25]. The yield is 0.540.